From a dataset of Peptide-MHC class II binding affinity with 134,281 pairs from IEDB. Regression. Given a peptide amino acid sequence and an MHC pseudo amino acid sequence, predict their binding affinity value. This is MHC class II binding data. (1) The peptide sequence is YEAFVLHFSEALRII. The MHC is DRB1_1302 with pseudo-sequence DRB1_1302. The binding affinity (normalized) is 0.896. (2) The peptide sequence is NEMKINRQILDNA. The MHC is HLA-DQA10501-DQB10301 with pseudo-sequence HLA-DQA10501-DQB10301. The binding affinity (normalized) is 0. (3) The peptide sequence is YDKFTANVSTVLTGK. The MHC is DRB1_1302 with pseudo-sequence DRB1_1302. The binding affinity (normalized) is 0.793. (4) The peptide sequence is YDPFLANVSTVLTGK. The MHC is DRB1_0701 with pseudo-sequence DRB1_0701. The binding affinity (normalized) is 0.713.